The task is: Binary Classification. Given a miRNA mature sequence and a target amino acid sequence, predict their likelihood of interaction.. This data is from Experimentally validated miRNA-target interactions with 360,000+ pairs, plus equal number of negative samples. (1) The miRNA is hsa-miR-4739 with sequence AAGGGAGGAGGAGCGGAGGGGCCCU. The protein sequence of the target gene is MATGGYRSGGSTTTDFLEEWKAKREKMRAKQNPAGPGSSGGDPAAKSPAGSLTPTAVAGTSELNHGPAGAAAPAAPAPGALNCAHGSSTLPRAAPGSRRAEDECPSAAAASGAPGSRGDEEEPDSAREKGRSSGPSARKGKGQIEKRKLREKRRSTGVVNIPAAECLDEYEDDEAGQKERKREDAITQQNTIQNEAATLPDPGTSYLPQDPSRTVPGRYKSTTSAPEDEISNRYPRTDRSGFSRHNRDANAPASFSSSSTLEKRIEDLEKEVVRERQENLRLVRLMQDKEEMIGKLKEEI.... Result: 0 (no interaction). (2) The miRNA is hsa-miR-4715-5p with sequence AAGUUGGCUGCAGUUAAGGUGG. The protein sequence of the target gene is MRCPKSAVTMRNEELLLSNGTANKMNGALDHSDQPDPDAIKMFVGQIPRSWSEKELKELFEPYGAVYQINVLRDRSQNPPQSKGCCFVTFYTRKAALEAQNALHNIKTLPGMHHPIQMKPADSEKSNAVEDRKLFIGMVSKKCNENDIRVMFSPFGQIEECRILRGPDGLSRGCAFVTFSTRAMAQNAIKAMHQSQTMEGCSSPIVVKFADTQKDKEQRRLQQQLAQQMQQLNTATWGNLTGLGGLTPQYLALLQQATSSSNLGAFSGIQQMAGMNALQLQNLATLAAAAAAAQTSATST.... Result: 0 (no interaction). (3) The miRNA is mmu-miR-706 with sequence AGAGAAACCCUGUCUCAAAAAA. The protein sequence of the target gene is MEQRTEIAPLLKMDLVIQDWTINITALKESNDNGISFCEVVSRTMTFLSLIIALVGLVGNATVLWFLGFQMSRNAFSVYILNLAGADFVFMCFQIVHCFYIILDIYFIPTNFFSSYTMVLNIAYLSGLSILTVISTERFLSVMWPIWYRCQRPRHTSAVICTVLWVLSLVLSLLEGKECGFLYYTSGPGLCKTFDLITTAWLIVLFVVLLGSSLALVLTIFCGLHKVPVTRLYVTIVFTVLVFLIFGLPYGIYWFLLEWIREFHDNKPCGFRNVTIFLSCINSCANPIIYFLVGSIRHHR.... Result: 1 (interaction). (4) The miRNA is dme-miR-4-3p with sequence AUAAAGCUAGACAACCAUUGA. The protein sequence of the target gene is MCQNKINTNNTMTIKSNKKLSYSVKKLLQKIFKQQQRVEEEQNLKNALKANSLESLESMENSRNADLESASICASLESCENEANERLSQSCEIEDYDFEQLPTVPVHFVRTAHGTFFWTAVSDLPADNDLVEPLYCSTSNAIAIPQDRWVQA. Result: 1 (interaction). (5) The miRNA is cel-miR-53-5p with sequence CACCCGUACAUUUGUUUCCGUGCU. The protein sequence of the target gene is MWVLGIAATFCGLFLLPGFALQIQCYQCEEFQLNNDCSSPEFIVNCTVNVQDMCQKEVMEQSAGIMYRKSCASSAACLIASAGYQSFCSPGKLNSVCISCCNTPLCNGPRPKKRGSSASALRPGLRTTILFLKLALFSAHC. Result: 0 (no interaction).